Dataset: Forward reaction prediction with 1.9M reactions from USPTO patents (1976-2016). Task: Predict the product of the given reaction. (1) Given the reactants [CH3:1][CH2:2][Mg+].[Br-].[Cl:5][C:6]1[CH:11]=[C:10]([Cl:12])[CH:9]=[CH:8][C:7]=1[CH2:13][O:14][C@@H:15]1[C@@H:21]([CH2:22][O:23][CH2:24][C:25]2[CH:30]=[CH:29][C:28]([Cl:31])=[CH:27][C:26]=2[Cl:32])[O:20][C@H:17]([O:18][CH3:19])[C:16]1=[O:33].O, predict the reaction product. The product is: [Cl:5][C:6]1[CH:11]=[C:10]([Cl:12])[CH:9]=[CH:8][C:7]=1[CH2:13][O:14][C@@H:15]1[C@@H:21]([CH2:22][O:23][CH2:24][C:25]2[CH:30]=[CH:29][C:28]([Cl:31])=[CH:27][C:26]=2[Cl:32])[O:20][C@H:17]([O:18][CH3:19])[C@:16]1([CH2:2][CH3:1])[OH:33]. (2) Given the reactants Cl.[CH3:2][O:3][C:4]([C:6]1([NH2:9])[CH2:8][CH2:7]1)=[O:5].[Br:10][C:11]1[CH:16]=[CH:15][CH:14]=[CH:13][C:12]=1[S:17](Cl)(=[O:19])=[O:18].C(N(CC)CC)C.O, predict the reaction product. The product is: [CH3:2][O:3][C:4]([C:6]1([NH:9][S:17]([C:12]2[CH:13]=[CH:14][CH:15]=[CH:16][C:11]=2[Br:10])(=[O:19])=[O:18])[CH2:8][CH2:7]1)=[O:5]. (3) Given the reactants [Cl:1][C:2]1[C:11]2[N:10]([CH3:12])[O:9][C@H:8]3[NH:13][C@H:14]([C:16]([O:18][C@@H:19]4[C@:28]5([OH:29])[C@@H:23]([C@H:24]([CH:31]([CH3:34])[CH2:32][OH:33])[CH2:25][CH2:26][C@H:27]5[CH3:30])[CH:22]=[C:21]([CH3:35])[C@H:20]4[O:36][C:37](=[O:39])[CH3:38])=[O:17])[CH2:15][C@@:7]3([OH:40])[C:6]=2[CH:5]=[CH:4][CH:3]=1.[C:41](N1C=CN=C1)([N:43]1[CH:47]=[CH:46][N:45]=[CH:44]1)=[O:42], predict the reaction product. The product is: [Cl:1][C:2]1[C:11]2[N:10]([CH3:12])[O:9][C@H:8]3[NH:13][C@H:14]([C:16]([O:18][C@@H:19]4[C@:28]5([OH:29])[C@@H:23]([C@H:24]([CH:31]([CH3:34])[CH2:32][O:33][C:41]([N:43]6[CH:47]=[CH:46][N:45]=[CH:44]6)=[O:42])[CH2:25][CH2:26][C@H:27]5[CH3:30])[CH:22]=[C:21]([CH3:35])[C@H:20]4[O:36][C:37](=[O:39])[CH3:38])=[O:17])[CH2:15][C@@:7]3([OH:40])[C:6]=2[CH:5]=[CH:4][CH:3]=1. (4) The product is: [CH3:44][O:43][C:39]1[CH:38]=[C:37]([C:33](=[CH:34][CH3:35])[C@@H:32]([CH3:45])[CH2:31][N:30]([CH3:46])[CH3:29])[CH:42]=[CH:41][CH:40]=1. Given the reactants CC[C@H]([C@H](CN(C)C)C)C1C=CC=C(O)C=1.COC1C=C(C(=O)CC)C=CC=1.[CH3:29][N:30]([CH3:46])[CH2:31][C@H:32]([CH3:45])[C@:33]([C:37]1[CH:42]=[CH:41][CH:40]=[C:39]([O:43][CH3:44])[CH:38]=1)(O)[CH2:34][CH3:35], predict the reaction product. (5) Given the reactants [H-].[Na+].CN(C)[CH:5]=[O:6].[CH3:8][CH:9]([CH3:16])[CH2:10][CH2:11][CH2:12][CH:13]([OH:15])[CH3:14], predict the reaction product. The product is: [CH3:14][CH:13]([O:15][CH2:8][CH2:9][CH2:10][CH2:11][CH:5]1[O:6][CH2:12][CH2:13][O:15]1)[CH2:12][CH2:11][CH2:10][CH:9]([CH3:16])[CH3:8]. (6) Given the reactants [Li+].C[Si]([N-][Si](C)(C)C)(C)C.[C:11](#[N:14])[CH2:12][CH3:13].[C:15](OCC)(=[O:22])[C:16]1[CH:21]=[CH:20][CH:19]=[N:18][CH:17]=1, predict the reaction product. The product is: [CH3:13][CH:12]([C:15](=[O:22])[C:16]1[CH:17]=[N:18][CH:19]=[CH:20][CH:21]=1)[C:11]#[N:14]. (7) Given the reactants [C:1]([NH:5][C:6](=[O:35])[C:7]1[CH:12]=[CH:11][CH:10]=[C:9]([O:13][C:14]2[CH:19]=[CH:18][C:17]([NH:20][C:21]3[C:31]4[CH:30]=[C:29]([CH:32]=O)[CH2:28][CH2:27][NH:26][C:25]=4[N:24]=[CH:23][N:22]=3)=[CH:16][C:15]=2[Cl:34])[CH:8]=1)([CH3:4])([CH3:3])[CH3:2].[NH:36]1[CH2:41][CH2:40][O:39][CH2:38][CH2:37]1.C(O[BH-](OC(=O)C)OC(=O)C)(=O)C.[Na+], predict the reaction product. The product is: [C:1]([NH:5][C:6](=[O:35])[C:7]1[CH:12]=[CH:11][CH:10]=[C:9]([O:13][C:14]2[CH:19]=[CH:18][C:17]([NH:20][C:21]3[C:31]4[CH:30]=[C:29]([CH2:32][N:36]5[CH2:41][CH2:40][O:39][CH2:38][CH2:37]5)[CH2:28][CH2:27][NH:26][C:25]=4[N:24]=[CH:23][N:22]=3)=[CH:16][C:15]=2[Cl:34])[CH:8]=1)([CH3:4])([CH3:2])[CH3:3]. (8) Given the reactants [C:1]12([CH2:11][OH:12])[CH2:10][CH:5]3[CH2:6][CH:7]([CH2:9][CH:3]([CH2:4]3)[CH2:2]1)[CH2:8]2.[Cl:13][C:14]1[C:15](Cl)=[N:16][CH:17]=[C:18]([CH:22]=1)[C:19]([OH:21])=[O:20].CC(C)([O-])C.[K+], predict the reaction product. The product is: [C:1]12([CH2:11][O:12][C:15]3[C:14]([Cl:13])=[CH:22][C:18]([C:19]([OH:21])=[O:20])=[CH:17][N:16]=3)[CH2:8][CH:7]3[CH2:6][CH:5]([CH2:4][CH:3]([CH2:9]3)[CH2:2]1)[CH2:10]2.